This data is from Forward reaction prediction with 1.9M reactions from USPTO patents (1976-2016). The task is: Predict the product of the given reaction. (1) The product is: [C:1]([O:7][CH2:8][N:9]1[C:13]2[N:14]=[CH:15][N:16]=[C:17]([C:18]3[CH:19]=[N:20][N:21]([C:30]4([CH2:32][C:33]#[N:34])[CH2:31][N:28]([S:25]([CH2:23][CH3:24])(=[O:27])=[O:26])[CH2:29]4)[CH:22]=3)[C:12]=2[CH:11]=[CH:10]1)(=[O:6])[C:2]([CH3:5])([CH3:4])[CH3:3]. Given the reactants [C:1]([O:7][CH2:8][N:9]1[C:13]2[N:14]=[CH:15][N:16]=[C:17]([C:18]3[CH:19]=[N:20][NH:21][CH:22]=3)[C:12]=2[CH:11]=[CH:10]1)(=[O:6])[C:2]([CH3:5])([CH3:4])[CH3:3].[CH2:23]([S:25]([N:28]1[CH2:31][C:30](=[CH:32][C:33]#[N:34])[CH2:29]1)(=[O:27])=[O:26])[CH3:24].C1CCN2C(=NCCC2)CC1, predict the reaction product. (2) Given the reactants [C:1]([O-:4])(=[O:3])[CH3:2].[C:5]([O-:8])(=[O:7])[CH3:6].[C:9]([O-:12])(=[O:11])[CH3:10].C([O-])(=O)C.[Pb+4:17].[Cl:18][C:19]1[CH:20]=[CH:21][C:22]([CH3:28])=[C:23](B(O)O)[CH:24]=1, predict the reaction product. The product is: [C:1]([O-:4])(=[O:3])[CH3:2].[C:5]([O-:8])(=[O:7])[CH3:6].[C:9]([O-:12])(=[O:11])[CH3:10].[Cl:18][C:19]1[CH:20]=[CH:21][C:22]([CH3:28])=[C:23]([Pb+3:17])[CH:24]=1. (3) Given the reactants Cl[C:2]1[N:7]2[N:8]=[CH:9][N:10]=[C:6]2[C:5]([NH:11][C:12]2[CH:27]=[CH:26][C:15]([C:16]([NH:18][CH2:19][C:20]3[CH:21]=[N:22][CH:23]=[CH:24][CH:25]=3)=[O:17])=[CH:14][CH:13]=2)=[CH:4][CH:3]=1.[CH3:28][O:29][C:30]1[CH:35]=[C:34](B(O)O)[CH:33]=[CH:32][N:31]=1.CC([O-])(C)C.[Na+], predict the reaction product. The product is: [CH3:28][O:29][C:30]1[CH:35]=[C:34]([C:2]2[N:7]3[N:8]=[CH:9][N:10]=[C:6]3[C:5]([NH:11][C:12]3[CH:27]=[CH:26][C:15]([C:16]([NH:18][CH2:19][C:20]4[CH:21]=[N:22][CH:23]=[CH:24][CH:25]=4)=[O:17])=[CH:14][CH:13]=3)=[CH:4][CH:3]=2)[CH:33]=[CH:32][N:31]=1. (4) Given the reactants [CH:1]1([CH2:7][CH2:8][CH2:9][N:10]2[C:14](=[O:15])[N:13]([C:16]3[CH:21]=[CH:20][C:19]([N+:22]([O-])=O)=[CH:18][CH:17]=3)[N:12]=[N:11]2)[CH2:6][CH2:5][CH2:4][CH2:3][CH2:2]1.C(O)C, predict the reaction product. The product is: [NH2:22][C:19]1[CH:18]=[CH:17][C:16]([N:13]2[C:14](=[O:15])[N:10]([CH2:9][CH2:8][CH2:7][CH:1]3[CH2:6][CH2:5][CH2:4][CH2:3][CH2:2]3)[N:11]=[N:12]2)=[CH:21][CH:20]=1.